From a dataset of Catalyst prediction with 721,799 reactions and 888 catalyst types from USPTO. Predict which catalyst facilitates the given reaction. (1) Product: [N:30]([C@@H:2]1[C@@:26]2([CH3:27])[CH:6]([CH2:7][CH2:8][C@@H:9]3[C@@H:25]2[CH2:24][CH2:23][C@@:22]2([CH3:28])[C@H:10]3[CH2:11][CH2:12][C@@H:13]2[C@H:14]([CH3:21])[CH2:15][CH2:16][CH2:17][CH:18]([CH3:19])[CH3:20])[CH2:5][C@@H:4]([OH:34])[C@H:35]1[OH:36])=[N+:31]=[N-:32]. The catalyst class is: 16. Reactant: O1[CH:16]([CH2:17][CH:18]([CH3:20])[CH3:19])[CH2:15][C@@H:14]([CH3:21])[C@@H:13]2[C@@:22]3([CH3:28])[CH2:23][CH2:24][C@@H:25]4[C@:26]5([CH3:27])[CH:6]([CH2:7][CH2:8][C@H:9]4[C@@H:10]3[CH2:11][CH2:12]2)[CH2:5][C@@H:4](O)C[CH:2]15.[N-:30]=[N+:31]=[N-:32].[Na+].[OH2:34].[CH3:35][OH:36]. (2) Reactant: [Br:1][C:2]1[CH:7]=[CH:6][C:5]([C:8](=[O:10])[CH3:9])=[CH:4][CH:3]=1.[O:11]1[CH:15]=[CH:14][CH:13]=[C:12]1[CH:16]=O.CO[Na].Cl. Product: [Br:1][C:2]1[CH:7]=[CH:6][C:5]([C:8](=[O:10])[CH:9]=[CH:16][C:12]2[O:11][CH:15]=[CH:14][CH:13]=2)=[CH:4][CH:3]=1. The catalyst class is: 5. (3) Reactant: [O:1]1[C:5]2([CH2:10][CH2:9][CH:8]([OH:11])[CH2:7][CH2:6]2)[O:4][CH2:3][CH2:2]1.[H-].[Na+].[Si:14]([O:21][CH2:22][C@H:23]1[CH2:34][CH2:33][C:32]2[S:31][C:30]3[N:29]=[CH:28][N:27]=[C:26](Cl)[C:25]=3[C:24]1=2)([C:17]([CH3:20])([CH3:19])[CH3:18])([CH3:16])[CH3:15]. Product: [Si:14]([O:21][CH2:22][C@H:23]1[CH2:34][CH2:33][C:32]2[S:31][C:30]3[N:29]=[CH:28][N:27]=[C:26]([O:11][CH:8]4[CH2:9][CH2:10][C:5]5([O:4][CH2:3][CH2:2][O:1]5)[CH2:6][CH2:7]4)[C:25]=3[C:24]1=2)([C:17]([CH3:20])([CH3:18])[CH3:19])([CH3:16])[CH3:15]. The catalyst class is: 1. (4) The catalyst class is: 15. Reactant: [C:1]([C:4]1[CH:5]=[CH:6][C:7]([NH:10][C:11](=[O:28])[CH:12]([NH:16][C:17](=[O:27])[CH2:18][C:19]2[CH:24]=[C:23]([F:25])[CH:22]=[C:21]([F:26])[CH:20]=2)[CH2:13][CH2:14][CH3:15])=[N:8][CH:9]=1)(=O)[CH3:2].[CH2:29]([NH2:36])[C:30]1[CH:35]=[CH:34][CH:33]=[CH:32][CH:31]=1.C(O[BH-](OC(=O)C)OC(=O)C)(=O)C.[Na+].C([BH3-])#N.[Na+]. Product: [CH2:29]([NH:36][CH:1]([C:4]1[CH:5]=[CH:6][C:7]([NH:10][C:11](=[O:28])[CH:12]([NH:16][C:17](=[O:27])[CH2:18][C:19]2[CH:24]=[C:23]([F:25])[CH:22]=[C:21]([F:26])[CH:20]=2)[CH2:13][CH2:14][CH3:15])=[N:8][CH:9]=1)[CH3:2])[C:30]1[CH:35]=[CH:34][CH:33]=[CH:32][CH:31]=1. (5) The catalyst class is: 5. Reactant: O=C1CCCN1[C:7]12[CH2:26][CH:11]3[CH2:12][C:13]([NH:15][CH2:16][C:17]([N:19]4[CH2:23][CH2:22][CH2:21][C@H:20]4[C:24]#[N:25])=[O:18])([CH2:14]1)[CH:9]([CH2:10]3)[CH2:8]2.[Si](Cl)(C)(C)C. Product: [C:7]1([C:7]23[CH2:26][CH:11]4[CH2:12][C:13]([NH:15][CH2:16][C:17]([N:19]5[CH2:23][CH2:22][CH2:21][C@H:20]5[C:24]#[N:25])=[O:18])([CH2:14]2)[CH:9]([CH2:10]4)[CH2:8]3)[CH:26]=[CH:11][CH:10]=[CH:9][CH:8]=1. (6) Reactant: [H-].[Na+].[C:3]([NH:6][CH:7]([C:13]([O:15][CH2:16][CH3:17])=[O:14])[C:8]([O:10][CH2:11][CH3:12])=[O:9])(=[O:5])[CH3:4].[CH2:18]([C:22]1[CH:27]=[CH:26][C:25]([S:28][C:29]2[CH:34]=[CH:33][C:32]([C:35](=[O:38])[CH2:36]Cl)=[CH:31][CH:30]=2)=[CH:24][CH:23]=1)[CH2:19][CH2:20][CH3:21]. Product: [C:3]([NH:6][C:7]([CH2:36][C:35]([C:32]1[CH:33]=[CH:34][C:29]([S:28][C:25]2[CH:26]=[CH:27][C:22]([CH2:18][CH2:19][CH2:20][CH3:21])=[CH:23][CH:24]=2)=[CH:30][CH:31]=1)=[O:38])([C:13]([O:15][CH2:16][CH3:17])=[O:14])[C:8]([O:10][CH2:11][CH3:12])=[O:9])(=[O:5])[CH3:4]. The catalyst class is: 1. (7) Reactant: [CH2:1]([N:8]1[CH2:17][C:16]2[NH:15][C:14]3[C:18](Br)=[CH:19][CH:20]=[C:21]([C:22]([O:24][CH3:25])=[O:23])[C:13]=3[C:12](=[O:27])[C:11]=2[CH2:10][CH2:9]1)[C:2]1[CH:7]=[CH:6][CH:5]=[CH:4][CH:3]=1.[H][H]. Product: [CH2:1]([N:8]1[CH2:17][C:16]2[NH:15][C:14]3[CH:18]=[CH:19][CH:20]=[C:21]([C:22]([O:24][CH3:25])=[O:23])[C:13]=3[C:12](=[O:27])[C:11]=2[CH2:10][CH2:9]1)[C:2]1[CH:7]=[CH:6][CH:5]=[CH:4][CH:3]=1. The catalyst class is: 19. (8) Reactant: [CH:1]([C:3]1[N:4]=[C:5]([CH:8]2[CH2:13][CH2:12][N:11](C(OC(C)(C)C)=O)[CH2:10][CH2:9]2)[S:6][CH:7]=1)=[CH2:2].Cl.C(OCC)C.[OH-].[Na+]. Product: [CH:1]([C:3]1[N:4]=[C:5]([CH:8]2[CH2:13][CH2:12][NH:11][CH2:10][CH2:9]2)[S:6][CH:7]=1)=[CH2:2]. The catalyst class is: 4.